This data is from Reaction yield outcomes from USPTO patents with 853,638 reactions. The task is: Predict the reaction yield, written as a fraction of the theoretical maximum amount of product (1.0 means a 100% yield; for example, 0.34 means a 34% yield). The reactants are C([O:5][C:6](=[O:33])[CH2:7][CH2:8][NH:9][CH2:10][CH2:11][C:12]1[CH:21]=[CH:20][C:19]2[C:14](=[CH:15][CH:16]=[C:17]([O:22][CH:23]3[CH2:28][CH2:27][CH:26]([C:29]([CH3:32])([CH3:31])[CH3:30])[CH2:25][CH2:24]3)[CH:18]=2)[CH:13]=1)(C)(C)C. The catalyst is Cl.O1CCOCC1. The product is [C:29]([CH:26]1[CH2:25][CH2:24][CH:23]([O:22][C:17]2[CH:18]=[C:19]3[C:14](=[CH:15][CH:16]=2)[CH:13]=[C:12]([CH2:11][CH2:10][NH:9][CH2:8][CH2:7][C:6]([OH:33])=[O:5])[CH:21]=[CH:20]3)[CH2:28][CH2:27]1)([CH3:32])([CH3:30])[CH3:31]. The yield is 0.490.